From a dataset of Catalyst prediction with 721,799 reactions and 888 catalyst types from USPTO. Predict which catalyst facilitates the given reaction. Reactant: F[C:2]1[CH:7]=[CH:6][CH:5]=[CH:4][C:3]=1[N+:8]([O-])=O.C(N(CC)CC)C.[CH3:18][CH:19]1[CH2:24][NH:23][CH2:22][CH2:21][NH:20]1.C(OCC)(=O)C. Product: [CH3:18][CH:19]1[NH:20][CH2:21][CH2:22][N:23]([C:2]2[CH:7]=[CH:6][CH:5]=[CH:4][C:3]=2[NH2:8])[CH2:24]1. The catalyst class is: 3.